This data is from Peptide-MHC class II binding affinity with 134,281 pairs from IEDB. The task is: Regression. Given a peptide amino acid sequence and an MHC pseudo amino acid sequence, predict their binding affinity value. This is MHC class II binding data. (1) The peptide sequence is KPVSQMRMATPL. The MHC is H-2-IAk with pseudo-sequence H-2-IAk. The binding affinity (normalized) is 0. (2) The peptide sequence is VDKSKPKVYQWFD. The MHC is DRB1_1101 with pseudo-sequence DRB1_1101. The binding affinity (normalized) is 0. (3) The peptide sequence is TPALGKDTVAVSGKWY. The MHC is DRB3_0101 with pseudo-sequence DRB3_0101. The binding affinity (normalized) is 0.0561. (4) The binding affinity (normalized) is 0.454. The MHC is DRB1_0701 with pseudo-sequence DRB1_0701. The peptide sequence is SGLFQLIFFLTLAGR. (5) The peptide sequence is PAVKYIEPDMIVNAT. The MHC is DRB1_1302 with pseudo-sequence DRB1_1302. The binding affinity (normalized) is 0.711. (6) The MHC is DRB1_1101 with pseudo-sequence DRB1_1101. The binding affinity (normalized) is 1.00. The peptide sequence is HGRQIRMARLLGRDPE.